Regression. Given two drug SMILES strings and cell line genomic features, predict the synergy score measuring deviation from expected non-interaction effect. From a dataset of NCI-60 drug combinations with 297,098 pairs across 59 cell lines. (1) Drug 1: CS(=O)(=O)CCNCC1=CC=C(O1)C2=CC3=C(C=C2)N=CN=C3NC4=CC(=C(C=C4)OCC5=CC(=CC=C5)F)Cl. Drug 2: C(=O)(N)NO. Cell line: MOLT-4. Synergy scores: CSS=1.13, Synergy_ZIP=-1.71, Synergy_Bliss=-7.52, Synergy_Loewe=-7.13, Synergy_HSA=-11.0. (2) Drug 1: C1=CC(=CC=C1CCC2=CNC3=C2C(=O)NC(=N3)N)C(=O)NC(CCC(=O)O)C(=O)O. Drug 2: C1CC(=O)NC(=O)C1N2C(=O)C3=CC=CC=C3C2=O. Cell line: BT-549. Synergy scores: CSS=8.18, Synergy_ZIP=-6.20, Synergy_Bliss=-6.29, Synergy_Loewe=-14.2, Synergy_HSA=-5.83. (3) Drug 1: C1=CC(=C2C(=C1NCCNCCO)C(=O)C3=C(C=CC(=C3C2=O)O)O)NCCNCCO. Drug 2: C1CCC(C(C1)N)N.C(=O)(C(=O)[O-])[O-].[Pt+4]. Cell line: CCRF-CEM. Synergy scores: CSS=54.9, Synergy_ZIP=-4.89, Synergy_Bliss=-4.28, Synergy_Loewe=-4.42, Synergy_HSA=-1.46.